The task is: Regression. Given two drug SMILES strings and cell line genomic features, predict the synergy score measuring deviation from expected non-interaction effect.. This data is from NCI-60 drug combinations with 297,098 pairs across 59 cell lines. (1) Drug 1: C1=CC=C(C(=C1)C(C2=CC=C(C=C2)Cl)C(Cl)Cl)Cl. Drug 2: CC1=C(C=C(C=C1)C(=O)NC2=CC(=CC(=C2)C(F)(F)F)N3C=C(N=C3)C)NC4=NC=CC(=N4)C5=CN=CC=C5. Cell line: MOLT-4. Synergy scores: CSS=-2.19, Synergy_ZIP=2.62, Synergy_Bliss=3.65, Synergy_Loewe=1.47, Synergy_HSA=0.346. (2) Drug 1: CC1=C(N=C(N=C1N)C(CC(=O)N)NCC(C(=O)N)N)C(=O)NC(C(C2=CN=CN2)OC3C(C(C(C(O3)CO)O)O)OC4C(C(C(C(O4)CO)O)OC(=O)N)O)C(=O)NC(C)C(C(C)C(=O)NC(C(C)O)C(=O)NCCC5=NC(=CS5)C6=NC(=CS6)C(=O)NCCC[S+](C)C)O. Drug 2: C1CN(CCN1C(=O)CCBr)C(=O)CCBr. Cell line: KM12. Synergy scores: CSS=31.8, Synergy_ZIP=-6.63, Synergy_Bliss=-3.10, Synergy_Loewe=-26.9, Synergy_HSA=0.159. (3) Drug 1: CS(=O)(=O)C1=CC(=C(C=C1)C(=O)NC2=CC(=C(C=C2)Cl)C3=CC=CC=N3)Cl. Drug 2: CC(C1=C(C=CC(=C1Cl)F)Cl)OC2=C(N=CC(=C2)C3=CN(N=C3)C4CCNCC4)N. Cell line: EKVX. Synergy scores: CSS=7.52, Synergy_ZIP=-3.47, Synergy_Bliss=-2.11, Synergy_Loewe=-3.57, Synergy_HSA=-1.42. (4) Drug 1: CC1=C2C(C(=O)C3(C(CC4C(C3C(C(C2(C)C)(CC1OC(=O)C(C(C5=CC=CC=C5)NC(=O)C6=CC=CC=C6)O)O)OC(=O)C7=CC=CC=C7)(CO4)OC(=O)C)O)C)OC(=O)C. Drug 2: CC1C(C(CC(O1)OC2CC(OC(C2O)C)OC3=CC4=CC5=C(C(=O)C(C(C5)C(C(=O)C(C(C)O)O)OC)OC6CC(C(C(O6)C)O)OC7CC(C(C(O7)C)O)OC8CC(C(C(O8)C)O)(C)O)C(=C4C(=C3C)O)O)O)O. Cell line: IGROV1. Synergy scores: CSS=58.0, Synergy_ZIP=-4.40, Synergy_Bliss=1.24, Synergy_Loewe=-3.42, Synergy_HSA=2.00. (5) Drug 1: C1=CC(=CC=C1CC(C(=O)O)N)N(CCCl)CCCl.Cl. Drug 2: C1CNP(=O)(OC1)N(CCCl)CCCl. Cell line: IGROV1. Synergy scores: CSS=18.1, Synergy_ZIP=-2.15, Synergy_Bliss=5.23, Synergy_Loewe=-15.3, Synergy_HSA=3.14.